From a dataset of Orexin1 receptor HTS with 218,158 compounds and 233 confirmed actives. Binary Classification. Given a drug SMILES string, predict its activity (active/inactive) in a high-throughput screening assay against a specified biological target. (1) The molecule is o1c(C(=O)NC(c2ccncc2)C)ccc1C. The result is 0 (inactive). (2) The compound is S(Cc1oc(C(=O)NCCC(C)C)cc1)Cc1cc(F)ccc1. The result is 0 (inactive). (3) The compound is s1nc(n2N=C(CN=c12)c1ccccc1)CC. The result is 0 (inactive). (4) The drug is O1c2c(OC1)ccc(c2)/C=C\C(=O)N(CC)c1ccccc1. The result is 0 (inactive).